From a dataset of NCI-60 drug combinations with 297,098 pairs across 59 cell lines. Regression. Given two drug SMILES strings and cell line genomic features, predict the synergy score measuring deviation from expected non-interaction effect. (1) Drug 1: CS(=O)(=O)C1=CC(=C(C=C1)C(=O)NC2=CC(=C(C=C2)Cl)C3=CC=CC=N3)Cl. Drug 2: C1C(C(OC1N2C=C(C(=O)NC2=O)F)CO)O. Cell line: LOX IMVI. Synergy scores: CSS=45.0, Synergy_ZIP=0.0320, Synergy_Bliss=-3.62, Synergy_Loewe=-21.9, Synergy_HSA=-1.19. (2) Synergy scores: CSS=12.2, Synergy_ZIP=-8.22, Synergy_Bliss=-8.17, Synergy_Loewe=-3.05, Synergy_HSA=-1.89. Cell line: HOP-62. Drug 2: CN(CC1=CN=C2C(=N1)C(=NC(=N2)N)N)C3=CC=C(C=C3)C(=O)NC(CCC(=O)O)C(=O)O. Drug 1: CS(=O)(=O)CCNCC1=CC=C(O1)C2=CC3=C(C=C2)N=CN=C3NC4=CC(=C(C=C4)OCC5=CC(=CC=C5)F)Cl. (3) Drug 1: CC1=CC2C(CCC3(C2CCC3(C(=O)C)OC(=O)C)C)C4(C1=CC(=O)CC4)C. Drug 2: CC1=C(C=C(C=C1)NC(=O)C2=CC=C(C=C2)CN3CCN(CC3)C)NC4=NC=CC(=N4)C5=CN=CC=C5. Cell line: NCIH23. Synergy scores: CSS=2.55, Synergy_ZIP=0.174, Synergy_Bliss=0.859, Synergy_Loewe=-3.59, Synergy_HSA=-1.70. (4) Drug 1: CN(C)C1=NC(=NC(=N1)N(C)C)N(C)C. Drug 2: C1=CC(=CC=C1CC(C(=O)O)N)N(CCCl)CCCl.Cl. Cell line: DU-145. Synergy scores: CSS=4.36, Synergy_ZIP=2.23, Synergy_Bliss=6.17, Synergy_Loewe=-2.44, Synergy_HSA=1.86.